This data is from Full USPTO retrosynthesis dataset with 1.9M reactions from patents (1976-2016). The task is: Predict the reactants needed to synthesize the given product. (1) Given the product [NH2:1][C:2]1[N:11]=[CH:10][C:9]2[C:8]([NH:20][C:19]3[CH:21]=[CH:22][C:16]([O:15][CH3:14])=[CH:17][CH:18]=3)=[N:7][CH:6]=[N:5][C:4]=2[CH:3]=1, predict the reactants needed to synthesize it. The reactants are: [NH2:1][C:2]1[N:11]=[CH:10][C:9]2[C:8](SC)=[N:7][CH:6]=[N:5][C:4]=2[CH:3]=1.[CH3:14][O:15][C:16]1[CH:22]=[CH:21][C:19]([NH2:20])=[CH:18][CH:17]=1. (2) Given the product [F:21][C:16]1[CH:17]=[CH:18][CH:19]=[CH:20][C:15]=1[N:5]1[C:4](=[O:22])[C:3](=[N:1][NH2:2])[C:7]([C:8]2[CH:13]=[CH:12][CH:11]=[CH:10][C:9]=2[F:14])=[N:6]1, predict the reactants needed to synthesize it. The reactants are: [N+:1](=[C:3]1[C:7]([C:8]2[CH:13]=[CH:12][CH:11]=[CH:10][C:9]=2[F:14])=[N:6][N:5]([C:15]2[CH:20]=[CH:19][CH:18]=[CH:17][C:16]=2[F:21])[C:4]1=[O:22])=[N-:2].C1(P(C2C=CC=CC=2)C2C=CC=CC=2)C=CC=CC=1.CO.C(=O)(O)[O-].[Na+]. (3) Given the product [Br:27][C:28]1[CH:36]=[CH:35][C:31]([C:32]([NH:22][S:19]([C:14]2[CH:15]=[CH:16][CH:17]=[CH:18][C:13]=2[S:23](=[O:25])(=[O:24])[NH2:26])(=[O:21])=[O:20])=[O:33])=[CH:30][C:29]=1[O:37][CH2:38][CH2:39][C:40]([F:41])([F:43])[F:42], predict the reactants needed to synthesize it. The reactants are: Cl.CN(C)CCCN=C=NCC.[C:13]1([S:23]([NH2:26])(=[O:25])=[O:24])[C:14]([S:19]([NH2:22])(=[O:21])=[O:20])=[CH:15][CH:16]=[CH:17][CH:18]=1.[Br:27][C:28]1[CH:36]=[CH:35][C:31]([C:32](O)=[O:33])=[CH:30][C:29]=1[O:37][CH2:38][CH2:39][C:40]([F:43])([F:42])[F:41].Cl. (4) Given the product [C:31]([C:2]1[C:3]([CH3:25])=[C:4]([C:15]2[CH:20]=[CH:19][CH:18]=[C:17]([C:21]([F:24])([F:23])[F:22])[CH:16]=2)[C:5]2[N:6]([N:8]=[C:9]([NH:11][C:12](=[O:14])[CH3:13])[N:10]=2)[CH:7]=1)(=[O:33])[CH3:32], predict the reactants needed to synthesize it. The reactants are: Br[C:2]1[C:3]([CH3:25])=[C:4]([C:15]2[CH:20]=[CH:19][CH:18]=[C:17]([C:21]([F:24])([F:23])[F:22])[CH:16]=2)[C:5]2[N:6]([N:8]=[C:9]([NH:11][C:12](=[O:14])[CH3:13])[N:10]=2)[CH:7]=1.C([Sn](CCCC)(CCCC)[C:31]([O:33]CC)=[CH2:32])CCC. (5) Given the product [ClH:14].[NH:1]1[CH2:6][CH2:5][CH2:4][CH2:3][CH:2]1[CH2:7][CH2:8][C:9]([O:11][CH3:12])=[O:10], predict the reactants needed to synthesize it. The reactants are: [N:1]1[CH:6]=[CH:5][CH:4]=[CH:3][C:2]=1[CH:7]=[CH:8][C:9]([O:11][CH3:12])=[O:10].C(Cl)(Cl)[Cl:14]. (6) Given the product [F:11][C:8]1[CH:9]=[CH:10][C:5]2[N:6]([C:2]([N:6]3[CH2:7][CH2:8][CH2:9][C@@H:10]([CH2:12][OH:13])[CH2:5]3)=[N:3][N:4]=2)[CH:7]=1, predict the reactants needed to synthesize it. The reactants are: Cl[C:2]1[N:6]2[CH:7]=[C:8]([F:11])[CH:9]=[CH:10][C:5]2=[N:4][N:3]=1.[CH3:12][OH:13].